The task is: Regression/Classification. Given a drug SMILES string, predict its absorption, distribution, metabolism, or excretion properties. Task type varies by dataset: regression for continuous measurements (e.g., permeability, clearance, half-life) or binary classification for categorical outcomes (e.g., BBB penetration, CYP inhibition). Dataset: cyp3a4_veith.. This data is from CYP3A4 inhibition data for predicting drug metabolism from PubChem BioAssay. (1) The compound is CCN1CCN(Cc2cc(OC)c(OC)cc2[N+](=O)[O-])CC1. The result is 0 (non-inhibitor). (2) The compound is Cc1cc(C)cc(N(CC(=O)NCCSc2ccccn2)S(=O)(=O)c2ccccc2)c1. The result is 1 (inhibitor).